Dataset: Forward reaction prediction with 1.9M reactions from USPTO patents (1976-2016). Task: Predict the product of the given reaction. (1) Given the reactants [C:1]([O:5][C:6]([N:8]1[C:16]2[C:11](=[CH:12][CH:13]=[C:14]([C:17](=O)[CH3:18])[CH:15]=2)[CH:10]=[C:9]1[C:20]1[CH:25]=[C:24]([C:26]2[CH:31]=[CH:30][N:29]=[CH:28][CH:27]=2)[N:23]=[N:22][C:21]=1[O:32][CH3:33])=[O:7])([CH3:4])([CH3:3])[CH3:2].[CH3:34][N:35]1[CH2:40][CH2:39][NH:38][CH2:37][CH2:36]1, predict the reaction product. The product is: [C:1]([O:5][C:6]([N:8]1[C:16]2[C:11](=[CH:12][CH:13]=[C:14]([CH:17]([N:38]3[CH2:39][CH2:40][N:35]([CH3:34])[CH2:36][CH2:37]3)[CH3:18])[CH:15]=2)[CH:10]=[C:9]1[C:20]1[CH:25]=[C:24]([C:26]2[CH:27]=[CH:28][N:29]=[CH:30][CH:31]=2)[N:23]=[N:22][C:21]=1[O:32][CH3:33])=[O:7])([CH3:4])([CH3:2])[CH3:3]. (2) The product is: [CH2:12]([C:14]1[CH:15]=[C:16]([CH:22]([C:23]2[CH:28]=[CH:27][CH:26]=[CH:25][CH:24]=2)[OH:29])[C:17]([O:20][CH3:21])=[N:18][CH:19]=1)[CH3:13]. Given the reactants C([Li])(CC)C.C1CCCCC1.[CH2:12]([C:14]1[CH:15]=[CH:16][C:17]([O:20][CH3:21])=[N:18][CH:19]=1)[CH3:13].[CH:22](=[O:29])[C:23]1[CH:28]=[CH:27][CH:26]=[CH:25][CH:24]=1, predict the reaction product. (3) Given the reactants [CH2:1]([N:6]1[C:11](=[O:12])[NH:10][CH:9](OC)[C:8]([C:15]2[CH:20]=[CH:19][C:18]([Cl:21])=[CH:17][CH:16]=2)=[N:7]1)[CH2:2][CH2:3][CH2:4][CH3:5], predict the reaction product. The product is: [CH2:1]([N:6]1[C:11](=[O:12])[N:10]=[CH:9][C:8]([C:15]2[CH:16]=[CH:17][C:18]([Cl:21])=[CH:19][CH:20]=2)=[N:7]1)[CH2:2][CH2:3][CH2:4][CH3:5]. (4) The product is: [CH3:8][O:7][C:5]([C:4]1[CH:9]=[CH:10][C:11]2[N:12]=[C:19]([SH:20])[O:1][C:2]=2[C:3]=1[C:15]([O:17][CH3:18])=[O:16])=[O:6]. Given the reactants [OH:1][C:2]1[C:11]([N+:12]([O-])=O)=[CH:10][CH:9]=[C:4]([C:5]([O:7][CH3:8])=[O:6])[C:3]=1[C:15]([O:17][CH3:18])=[O:16].[C:19](=S)(OCC)[S-:20].[K+], predict the reaction product.